Dataset: Full USPTO retrosynthesis dataset with 1.9M reactions from patents (1976-2016). Task: Predict the reactants needed to synthesize the given product. (1) Given the product [CH2:20]([O:19][CH2:18][O:1][C:2]1[CH:7]=[CH:6][C:5]([C:8](=[O:10])[CH3:9])=[CH:4][CH:3]=1)[CH3:21], predict the reactants needed to synthesize it. The reactants are: [OH:1][C:2]1[CH:7]=[CH:6][C:5]([C:8](=[O:10])[CH3:9])=[CH:4][CH:3]=1.C(=O)([O-])[O-].[K+].[K+].Cl[CH2:18][O:19][CH2:20][CH3:21].CO.C(Cl)(Cl)Cl. (2) The reactants are: [CH2:1]([O:3][C:4](=[O:12])[C:5]1[CH:10]=[CH:9][C:8]([NH2:11])=[CH:7][CH:6]=1)[CH3:2].Cl[C:14](OC(Cl)(Cl)Cl)=[O:15]. Given the product [CH2:1]([O:3][C:4](=[O:12])[C:5]1[CH:10]=[CH:9][C:8]([N:11]=[C:14]=[O:15])=[CH:7][CH:6]=1)[CH3:2], predict the reactants needed to synthesize it. (3) The reactants are: [CH3:1][NH:2][C:3]1[CH:20]=[CH:19][C:6]2[N:7]([CH2:11][CH2:12][C:13]3[CH:14]=[N:15][CH:16]=[CH:17][CH:18]=3)[C:8]([NH2:10])=[N:9][C:5]=2[CH:4]=1.[C:21]([C:23]1[CH:24]=[C:25]([CH:29]=[CH:30][CH:31]=1)[C:26]([OH:28])=O)#[N:22].C1C=CC2N(O)N=NC=2C=1.C(Cl)CCl.C(N(CC)C(C)C)(C)C. Given the product [NH2:10][C:8]1[N:7]([CH2:11][CH2:12][C:13]2[CH:14]=[N:15][CH:16]=[CH:17][CH:18]=2)[C:6]2[CH:19]=[CH:20][C:3]([N:2]([CH3:1])[C:26](=[O:28])[C:25]3[CH:29]=[CH:30][CH:31]=[C:23]([C:21]#[N:22])[CH:24]=3)=[CH:4][C:5]=2[N:9]=1, predict the reactants needed to synthesize it. (4) Given the product [CH3:2][C:3]1[CH:4]=[CH:5][CH:6]=[CH:7][C:8]=1[O:9][C@@H:10]([C:15]1[CH:20]=[CH:19][CH:18]=[CH:17][CH:16]=1)[CH2:11][CH2:12][NH:13][CH3:14].[ClH:1], predict the reactants needed to synthesize it. The reactants are: [ClH:1].[CH3:2][C:3]1[CH:4]=[CH:5][CH:6]=[CH:7][C:8]=1[O:9][C@@H:10]([C:15]1[CH:16]=[CH:17][CH:18]=[CH:19][CH:20]=1)[CH2:11][CH2:12][NH:13][CH3:14]. (5) Given the product [NH:28]1[CH:32]=[CH:31][CH:30]=[C:29]1[C:33]([NH:35][C@@H:36]([C:38]([NH:40][C@H:41]1[CH2:42][C:43](=[O:45])[O:44][C@@H:46]1[O:47][CH2:1][C:2]1[CH:7]=[CH:6][CH:5]=[CH:4][CH:3]=1)=[O:39])[CH3:37])=[O:34], predict the reactants needed to synthesize it. The reactants are: [CH2:1](C1NC(C(N[C@H](C(NC(C=O)CC(O)=O)=O)C)=O)=CC=1)[C:2]1[CH:7]=[CH:6][CH:5]=[CH:4][CH:3]=1.[NH:28]1[CH:32]=[CH:31][CH:30]=[C:29]1[C:33]([NH:35][C@H:36]([C:38]([NH:40][CH:41]([CH:46]=[O:47])[CH2:42][C:43]([OH:45])=[O:44])=[O:39])[CH3:37])=[O:34].[K+].[Br-]. (6) Given the product [CH2:1]([CH:3]1[CH:4]2[C:5]([CH3:17])([CH2:10][CH:11]=[CH:12][CH2:13]2)[C:6](=[O:9])[CH2:7][CH2:8]1)[CH3:2], predict the reactants needed to synthesize it. The reactants are: [CH2:1]([CH:3]1[CH2:8][CH2:7][C:6](=[O:9])[C:5]([CH3:10])=[CH:4]1)[CH3:2].[CH2:11]=[CH:12][CH:13]=C.[Cl-].[Cl-].[CH2:17]([Al+2])C. (7) Given the product [NH2:1][C:2]1[N:7]=[C:6]([NH:8][CH2:9][CH2:10][NH:11][C:12]2[N:17]3[N:18]=[C:19]([CH:21]4[CH2:26][CH2:25][N:24]([CH2:27][C:28]([OH:30])=[O:29])[CH2:23][CH2:22]4)[N:20]=[C:16]3[CH:15]=[C:14]([C:33]3[CH:38]=[CH:37][C:36]([Cl:39])=[CH:35][C:34]=3[Cl:40])[N:13]=2)[CH:5]=[CH:4][C:3]=1[C:41](=[O:46])[C:42]([F:43])([F:45])[F:44], predict the reactants needed to synthesize it. The reactants are: [NH2:1][C:2]1[N:7]=[C:6]([NH:8][CH2:9][CH2:10][NH:11][C:12]2[N:17]3[N:18]=[C:19]([CH:21]4[CH2:26][CH2:25][N:24]([CH2:27][C:28]([O:30]CC)=[O:29])[CH2:23][CH2:22]4)[N:20]=[C:16]3[CH:15]=[C:14]([C:33]3[CH:38]=[CH:37][C:36]([Cl:39])=[CH:35][C:34]=3[Cl:40])[N:13]=2)[CH:5]=[CH:4][C:3]=1[C:41](=[O:46])[C:42]([F:45])([F:44])[F:43].O.[OH-].[Na+].